Dataset: Peptide-MHC class II binding affinity with 134,281 pairs from IEDB. Task: Regression. Given a peptide amino acid sequence and an MHC pseudo amino acid sequence, predict their binding affinity value. This is MHC class II binding data. The peptide sequence is NIRQAGVQYSR. The MHC is DRB1_0701 with pseudo-sequence DRB1_0701. The binding affinity (normalized) is 0.0773.